Dataset: Reaction yield outcomes from USPTO patents with 853,638 reactions. Task: Predict the reaction yield, written as a fraction of the theoretical maximum amount of product (1.0 means a 100% yield; for example, 0.34 means a 34% yield). The reactants are O1[C:5]2([CH2:10][CH2:9][CH:8]([C:11]3[CH:12]=[N:13][N:14]([CH2:16][O:17][CH2:18][CH2:19][Si:20]([CH3:23])([CH3:22])[CH3:21])[CH:15]=3)[CH2:7][CH2:6]2)[O:4]CC1.O.Cl. The catalyst is CCO.O1CCOCC1. The product is [CH3:21][Si:20]([CH3:23])([CH3:22])[CH2:19][CH2:18][O:17][CH2:16][N:14]1[CH:15]=[C:11]([CH:8]2[CH2:9][CH2:10][C:5](=[O:4])[CH2:6][CH2:7]2)[CH:12]=[N:13]1. The yield is 0.980.